This data is from Catalyst prediction with 721,799 reactions and 888 catalyst types from USPTO. The task is: Predict which catalyst facilitates the given reaction. (1) Reactant: [C:1](OC(=O)C)(=[O:3])[CH3:2].[CH3:8][S:9]([C:12]1[CH:38]=[CH:37][C:15]([O:16][C:17]2[C:31]([CH:32]3[CH2:36][CH2:35][CH2:34][NH:33]3)=[CH:30][C:20]3[NH:21][C:22]([C:24]4[CH:29]=[CH:28][CH:27]=[CH:26][N:25]=4)=[N:23][C:19]=3[CH:18]=2)=[CH:14][CH:13]=1)(=[O:11])=[O:10]. Product: [CH3:8][S:9]([C:12]1[CH:13]=[CH:14][C:15]([O:16][C:17]2[C:31]([CH:32]3[CH2:36][CH2:35][CH2:34][N:33]3[C:1](=[O:3])[CH3:2])=[CH:30][C:20]3[NH:21][C:22]([C:24]4[CH:29]=[CH:28][CH:27]=[CH:26][N:25]=4)=[N:23][C:19]=3[CH:18]=2)=[CH:37][CH:38]=1)(=[O:10])=[O:11]. The catalyst class is: 2. (2) The catalyst class is: 645. Product: [OH:8][C:5]1[CH:6]=[CH:7][C:2]([NH:1][CH2:15][C:11]2[CH:10]=[N:9][CH:14]=[CH:13][CH:12]=2)=[CH:3][CH:4]=1. Reactant: [NH2:1][C:2]1[CH:7]=[CH:6][C:5]([OH:8])=[CH:4][CH:3]=1.[N:9]1[CH:14]=[CH:13][CH:12]=[C:11]([CH:15]=O)[CH:10]=1.[BH4-].[Na+].